Dataset: Catalyst prediction with 721,799 reactions and 888 catalyst types from USPTO. Task: Predict which catalyst facilitates the given reaction. (1) Reactant: Cl.[Br:2][C:3]1[CH:24]=[CH:23][C:6]([O:7][C:8]2[CH:13]=[CH:12][C:11]([CH2:14][N:15]([CH3:22])[CH2:16][C@H:17]3[CH2:21][CH2:20][CH2:19][NH:18]3)=[CH:10][CH:9]=2)=[CH:5][CH:4]=1.[CH:25]([C:27]1[CH:36]=[CH:35][C:30]([C:31]([O:33][CH3:34])=[O:32])=[CH:29][CH:28]=1)=O.C(N(C(C)C)CC)(C)C.C(O[BH-](OC(=O)C)OC(=O)C)(=O)C.[Na+].C(=O)(O)[O-].[Na+]. Product: [Br:2][C:3]1[CH:4]=[CH:5][C:6]([O:7][C:8]2[CH:9]=[CH:10][C:11]([CH2:14][N:15]([CH2:16][C@H:17]3[CH2:21][CH2:20][CH2:19][N:18]3[CH2:25][C:27]3[CH:36]=[CH:35][C:30]([C:31]([O:33][CH3:34])=[O:32])=[CH:29][CH:28]=3)[CH3:22])=[CH:12][CH:13]=2)=[CH:23][CH:24]=1. The catalyst class is: 68. (2) Reactant: [NH:1]([CH2:5][CH2:6][C:7]1[CH:12]=[CH:11][C:10]([CH2:13][CH2:14][C:15]2[N:16]=[C:17]([NH:20][C:21](=[O:23])[CH3:22])[S:18][CH:19]=2)=[CH:9][CH:8]=1)[C:2]([NH2:4])=[S:3].[CH2:24](OC(OCC)CBr)[CH3:25]. Product: [S:3]1[CH:25]=[CH:24][N:4]=[C:2]1[NH:1][CH2:5][CH2:6][C:7]1[CH:8]=[CH:9][C:10]([CH2:13][CH2:14][C:15]2[N:16]=[C:17]([NH:20][C:21](=[O:23])[CH3:22])[S:18][CH:19]=2)=[CH:11][CH:12]=1. The catalyst class is: 32.